Dataset: Full USPTO retrosynthesis dataset with 1.9M reactions from patents (1976-2016). Task: Predict the reactants needed to synthesize the given product. (1) Given the product [F:58][C:53]1[CH:54]=[CH:55][CH:56]=[CH:57][C:52]=1[C:50]#[C:51][C:30]1[N:35]=[C:34]([C@@H:36]2[C@@H:40]([C:41]3[CH:46]=[CH:45][CH:44]=[C:43]([O:47][CH3:48])[CH:42]=3)[O:39][C:38](=[O:49])[NH:37]2)[CH:33]=[CH:32][CH:31]=1, predict the reactants needed to synthesize it. The reactants are: COC1C=C([C@H]2OC(=O)N[C@@H]2C2C=CC=C(C#CC3C=CC=CC=3)C=2)C=CC=1.Br[C:30]1[N:35]=[C:34]([C@@H:36]2[C@@H:40]([C:41]3[CH:46]=[CH:45][CH:44]=[C:43]([O:47][CH3:48])[CH:42]=3)[O:39][C:38](=[O:49])[NH:37]2)[CH:33]=[CH:32][CH:31]=1.[C:50]([C:52]1[CH:57]=[CH:56][CH:55]=[CH:54][C:53]=1[F:58])#[CH:51]. (2) The reactants are: [C:1]([O:9][C:10]1[C:19]2[C:14](=[CH:15][CH:16]=[CH:17][CH:18]=2)[C:13]([OH:20])=[C:12]([CH3:21])[CH:11]=1)(=[O:8])[C:2]1[CH:7]=[CH:6][CH:5]=[CH:4][CH:3]=1.C(=O)([O-])[O-].[K+].[K+].[CH2:28](Br)[C:29]1[CH:34]=[CH:33][CH:32]=[CH:31][CH:30]=1. Given the product [CH2:28]([O:20][C:13]1[C:14]2[C:19](=[CH:18][CH:17]=[CH:16][CH:15]=2)[C:10]([O:9][C:1](=[O:8])[C:2]2[CH:3]=[CH:4][CH:5]=[CH:6][CH:7]=2)=[CH:11][C:12]=1[CH3:21])[C:29]1[CH:34]=[CH:33][CH:32]=[CH:31][CH:30]=1, predict the reactants needed to synthesize it. (3) Given the product [F:33][C:34]1[CH:39]=[CH:38][C:37]([NH:40][C:41]([NH:32][CH:29]2[CH2:30][CH2:31][N:26]([C:19]3[C:20]4[C:25](=[CH:24][CH:23]=[CH:22][CH:21]=4)[C:16]([C:15]4[N:11]([CH3:10])[N:12]=[CH:13][CH:14]=4)=[N:17][N:18]=3)[CH2:27][CH2:28]2)=[O:42])=[C:36]([C:43]([F:44])([F:45])[F:46])[CH:35]=1, predict the reactants needed to synthesize it. The reactants are: CCN(C(C)C)C(C)C.[CH3:10][N:11]1[C:15]([C:16]2[C:25]3[C:20](=[CH:21][CH:22]=[CH:23][CH:24]=3)[C:19]([N:26]3[CH2:31][CH2:30][CH:29]([NH2:32])[CH2:28][CH2:27]3)=[N:18][N:17]=2)=[CH:14][CH:13]=[N:12]1.[F:33][C:34]1[CH:39]=[CH:38][C:37]([N:40]=[C:41]=[O:42])=[C:36]([C:43]([F:46])([F:45])[F:44])[CH:35]=1. (4) Given the product [C:1]([O:5][C@@H:6]([C:11]1[C:36]([CH3:37])=[CH:35][C:14]2[N:15]=[C:16]([N:18]3[CH:23]=[C:22]([C:51]4[CH:50]=[C:49]5[C:54](=[CH:53][CH:52]=4)[N:46]([CH3:45])[N:47]=[CH:48]5)[CH:21]=[CH:20][C:19]3=[O:34])[S:17][C:13]=2[C:12]=1[C:38]1[CH:39]=[CH:40][C:41]([Cl:44])=[CH:42][CH:43]=1)[C:7]([O:9][CH3:10])=[O:8])([CH3:3])([CH3:4])[CH3:2], predict the reactants needed to synthesize it. The reactants are: [C:1]([O:5][C@@H:6]([C:11]1[C:36]([CH3:37])=[CH:35][C:14]2[N:15]=[C:16]([N:18]3[CH:23]=[CH:22][CH:21]=[C:20](C4C=C5C(=CC=4)N(C)N=C5)[C:19]3=[O:34])[S:17][C:13]=2[C:12]=1[C:38]1[CH:43]=[CH:42][C:41]([Cl:44])=[CH:40][CH:39]=1)[C:7]([O:9][CH3:10])=[O:8])([CH3:4])([CH3:3])[CH3:2].[CH3:45][N:46]1[C:54]2[C:49](=[CH:50][C:51](C3C=CC(=O)NC=3)=[CH:52][CH:53]=2)[CH:48]=[N:47]1. (5) Given the product [C:1]([C:3]1[CH:4]=[C:5]([F:40])[C:6]([NH:29][C@@H:30]([C:36]([CH3:38])([CH3:37])[CH3:39])[CH2:31][S:32]([OH:35])(=[O:33])=[O:34])=[N:7][C:8]=1[C:9]1[C:17]2[C:12](=[N:13][CH:14]=[C:15]([F:18])[CH:16]=2)[NH:11][CH:10]=1)#[N:2], predict the reactants needed to synthesize it. The reactants are: [C:1]([C:3]1[CH:4]=[C:5]([F:40])[C:6]([NH:29][C@@H:30]([C:36]([CH3:39])([CH3:38])[CH3:37])[CH2:31][S:32]([OH:35])(=[O:34])=[O:33])=[N:7][C:8]=1[C:9]1[C:17]2[C:12](=[N:13][CH:14]=[C:15]([F:18])[CH:16]=2)[N:11](S(C2C=CC(C)=CC=2)(=O)=O)[CH:10]=1)#[N:2].Cl. (6) Given the product [Cl:1][C:2]1[CH:3]=[CH:4][C:5]([CH2:6][N:7]2[CH:12]=[N:11][C:10]([N:13]3[CH2:18][CH2:17][C:16]([C:20]4[CH:25]=[CH:24][C:23]([F:26])=[CH:22][CH:21]=4)=[CH:15][CH2:14]3)=[N:9][C:8]2=[O:27])=[CH:28][CH:29]=1, predict the reactants needed to synthesize it. The reactants are: [Cl:1][C:2]1[CH:29]=[CH:28][C:5]([CH2:6][N:7]2[CH:12]=[N:11][C:10]([N:13]3[CH2:18][CH2:17][C:16]([C:20]4[CH:25]=[CH:24][C:23]([F:26])=[CH:22][CH:21]=4)(O)[CH2:15][CH2:14]3)=[N:9][C:8]2=[O:27])=[CH:4][CH:3]=1.FC(F)(F)C(O)=O.